From a dataset of Cav3 T-type calcium channel HTS with 100,875 compounds. Binary Classification. Given a drug SMILES string, predict its activity (active/inactive) in a high-throughput screening assay against a specified biological target. (1) The compound is n12c([n+](cc2c2ccccc2)C)CCCCC1. The result is 0 (inactive). (2) The molecule is Clc1ccc(C(=O)N2CCC(CC2)C(=O)NCCC=2CCCCC2)cc1. The result is 0 (inactive). (3) The compound is O(CC(O)CN(CC)CC)c1cc2OCOc2cc1. The result is 0 (inactive). (4) The molecule is s1c2n(nc(c2cc1NC(OCc1ccc(F)cc1)=O)C(F)(F)F)C. The result is 0 (inactive). (5) The result is 0 (inactive). The drug is FC(F)(F)c1[nH]n2C(C3=C(N=c2n1)CCCC3=O)c1cc(OC)c(OC)cc1. (6) The molecule is Clc1c(NCC2ON=C(C2)C(=O)/N=C\NO)ncc(c1)C(F)(F)F. The result is 0 (inactive).